Dataset: TCR-epitope binding with 47,182 pairs between 192 epitopes and 23,139 TCRs. Task: Binary Classification. Given a T-cell receptor sequence (or CDR3 region) and an epitope sequence, predict whether binding occurs between them. (1) The epitope is GLCTLVAML. The TCR CDR3 sequence is CASSLSSGTYEQYF. Result: 1 (the TCR binds to the epitope). (2) The epitope is SGPLKAEIAQRLED. The TCR CDR3 sequence is CASALSWEGLAESYEQYF. Result: 0 (the TCR does not bind to the epitope). (3) The epitope is QIKVRVKMV. The TCR CDR3 sequence is CASSYGPVETEAFF. Result: 1 (the TCR binds to the epitope). (4) The epitope is SFHSLHLLF. The TCR CDR3 sequence is CASSLGVVPSYNEQFF. Result: 0 (the TCR does not bind to the epitope). (5) The epitope is FLRGRAYGL. The TCR CDR3 sequence is CASSHQGLIFYEQYF. Result: 0 (the TCR does not bind to the epitope). (6) The epitope is RIFTIGTVTLK. The TCR CDR3 sequence is CASSLNSVGTEAFF. Result: 0 (the TCR does not bind to the epitope).